Dataset: Full USPTO retrosynthesis dataset with 1.9M reactions from patents (1976-2016). Task: Predict the reactants needed to synthesize the given product. (1) Given the product [CH:18]([N:17]1[C:11]2[CH:10]=[C:9]([NH:8][C:6]3[CH:5]=[CH:4][N:3]=[C:2]([N:28]4[CH:29]=[C:25]([CH:22]([OH:24])[CH3:23])[N:26]=[CH:27]4)[N:7]=3)[N:14]=[CH:13][C:12]=2[N:15]=[C:16]1[CH3:21])([CH3:20])[CH3:19], predict the reactants needed to synthesize it. The reactants are: Cl[C:2]1[N:7]=[C:6]([NH:8][C:9]2[N:14]=[CH:13][C:12]3[N:15]=[C:16]([CH3:21])[N:17]([CH:18]([CH3:20])[CH3:19])[C:11]=3[CH:10]=2)[CH:5]=[CH:4][N:3]=1.[C:22]([C:25]1[N:26]=[CH:27][NH:28][CH:29]=1)(=[O:24])[CH3:23].C(=O)([O-])[O-].[Cs+].[Cs+].[BH4-].[Na+]. (2) Given the product [CH2:24]([NH:23][CH:20]1[CH2:21][CH2:22][CH:17]([CH2:16][NH:15][C:2]2[S:3][C:4]3[CH2:10][CH2:9][O:8][C:7]4[CH:11]=[CH:12][CH:13]=[CH:14][C:6]=4[C:5]=3[N:1]=2)[CH2:18][CH2:19]1)[CH3:25], predict the reactants needed to synthesize it. The reactants are: [N:1]1[C:5]2[C:6]3[CH:14]=[CH:13][CH:12]=[CH:11][C:7]=3[O:8][CH2:9][CH2:10][C:4]=2[S:3][C:2]=1[NH:15][CH2:16][CH:17]1[CH2:22][CH2:21][CH:20]([NH:23][C:24](=O)[CH3:25])[CH2:19][CH2:18]1.Cl.[OH-].[Na+]. (3) Given the product [NH2:1][C:2]1[N:13]=[CH:12][C:11]([C:25]2[CH:26]=[CH:27][CH:28]=[C:23]([O:22][CH2:15][C:16]3[CH:21]=[CH:20][CH:19]=[CH:18][CH:17]=3)[CH:24]=2)=[CH:10][C:3]=1[C:4]([NH:6][CH:7]1[CH2:9][CH2:8]1)=[O:5], predict the reactants needed to synthesize it. The reactants are: [NH2:1][C:2]1[N:13]=[CH:12][C:11](Br)=[CH:10][C:3]=1[C:4]([NH:6][CH:7]1[CH2:9][CH2:8]1)=[O:5].[CH2:15]([O:22][C:23]1[CH:24]=[C:25](B(O)O)[CH:26]=[CH:27][CH:28]=1)[C:16]1[CH:21]=[CH:20][CH:19]=[CH:18][CH:17]=1.COCCOC.[F-].[Cs+].